Dataset: Full USPTO retrosynthesis dataset with 1.9M reactions from patents (1976-2016). Task: Predict the reactants needed to synthesize the given product. (1) Given the product [F:1][C:2]1[CH:55]=[CH:54][CH:53]=[CH:52][C:3]=1[CH2:4][C:5]1([CH2:49][O:50][CH3:51])[CH2:10][CH2:9][CH2:8][N:7]([NH:11][C:12]([C:14]2[CH:15]=[C:16]3[C:20](=[CH:21][CH:22]=2)[NH:19][N:18]=[C:17]3[C:42]2[CH:47]=[CH:46][N:45]=[C:44]([CH3:48])[CH:43]=2)=[O:13])[CH2:6]1, predict the reactants needed to synthesize it. The reactants are: [F:1][C:2]1[CH:55]=[CH:54][CH:53]=[CH:52][C:3]=1[CH2:4][C:5]1([CH2:49][O:50][CH3:51])[CH2:10][CH2:9][CH2:8][N:7]([NH:11][C:12]([C:14]2[CH:15]=[C:16]3[C:20](=[CH:21][CH:22]=2)[N:19](C(C2C=CC=CC=2)(C2C=CC=CC=2)C2C=CC=CC=2)[N:18]=[C:17]3[C:42]2[CH:47]=[CH:46][N:45]=[C:44]([CH3:48])[CH:43]=2)=[O:13])[CH2:6]1.FC(F)(F)C(O)=O.C([SiH](CC)CC)C. (2) The reactants are: [CH3:1][S:2][C:3]1[CH:12]=[C:11]2[C:6]([CH2:7][CH2:8][CH2:9][C:10]2=[CH:13][C:14]#[N:15])=[CH:5][CH:4]=1.[BH4-].[Na+].[ClH:18]. Given the product [ClH:18].[CH3:1][S:2][C:3]1[CH:12]=[C:11]2[C:6]([CH2:7][CH2:8][CH2:9][CH:10]2[CH2:13][CH2:14][NH2:15])=[CH:5][CH:4]=1, predict the reactants needed to synthesize it. (3) Given the product [CH3:1][C:2]1[CH:10]=[CH:9][C:8]2[N:7]([CH2:25][CH2:24][C:21]3[CH:20]=[N:19][C:18]([CH3:17])=[CH:23][CH:22]=3)[C:6]3[CH:11]4[CH2:16][CH2:15][N:14]([C:5]=3[C:4]=2[CH:3]=1)[CH2:13][CH2:12]4, predict the reactants needed to synthesize it. The reactants are: [CH3:1][C:2]1[CH:10]=[CH:9][C:8]2[NH:7][C:6]3[CH:11]4[CH2:16][CH2:15][N:14]([C:5]=3[C:4]=2[CH:3]=1)[CH2:13][CH2:12]4.[CH3:17][C:18]1[CH:23]=[CH:22][C:21]([CH:24]=[CH2:25])=[CH:20][N:19]=1. (4) Given the product [F:13][C:10]1[C:9]([C:14]2[N:19]=[C:18]([CH3:20])[N:17]=[C:16]([N:21]([CH2:22][C:23]3[CH:28]=[CH:27][C:26]([O:29][CH3:30])=[CH:25][CH:24]=3)[CH2:31][C:32]3[CH:37]=[CH:36][C:35]([O:38][CH3:39])=[CH:34][CH:33]=3)[N:15]=2)=[CH:8][C:7]([CH:4]2[CH2:5][CH2:6][O:1][CH2:2][CH2:3]2)=[CH:12][N:11]=1, predict the reactants needed to synthesize it. The reactants are: [O:1]1[CH2:6][CH:5]=[C:4]([C:7]2[CH:8]=[C:9]([C:14]3[N:19]=[C:18]([CH3:20])[N:17]=[C:16]([N:21]([CH2:31][C:32]4[CH:37]=[CH:36][C:35]([O:38][CH3:39])=[CH:34][CH:33]=4)[CH2:22][C:23]4[CH:28]=[CH:27][C:26]([O:29][CH3:30])=[CH:25][CH:24]=4)[N:15]=3)[C:10]([F:13])=[N:11][CH:12]=2)[CH2:3][CH2:2]1.[H][H]. (5) Given the product [NH2:1][C:4]1[CH:5]=[C:6]([N:10]2[C:19]3[C:14](=[CH:15][CH:16]=[CH:17][N:18]=3)[CH:13]=[C:12]([CH2:20][CH2:21][CH:22]([CH3:29])[C:23]3[CH:24]=[CH:25][N:26]=[CH:27][CH:28]=3)[C:11]2=[O:30])[CH:7]=[CH:8][CH:9]=1, predict the reactants needed to synthesize it. The reactants are: [N+:1]([C:4]1[CH:5]=[C:6]([N:10]2[C:19]3[C:14](=[CH:15][CH:16]=[CH:17][N:18]=3)[CH:13]=[C:12]([CH2:20][CH2:21][CH:22]([CH3:29])[C:23]3[CH:28]=[CH:27][N:26]=[CH:25][CH:24]=3)[C:11]2=[O:30])[CH:7]=[CH:8][CH:9]=1)([O-])=O. (6) The reactants are: [Br:1][C:2]1[CH:21]=[CH:20][C:5]([CH2:6][N:7]2[C:11]3[CH:12]=[CH:13][C:14]([C:16]([O:18]C)=[O:17])=[CH:15][C:10]=3[N:9]=[CH:8]2)=[CH:4][CH:3]=1.[Li+].[OH-].Cl. Given the product [Br:1][C:2]1[CH:3]=[CH:4][C:5]([CH2:6][N:7]2[C:11]3[CH:12]=[CH:13][C:14]([C:16]([OH:18])=[O:17])=[CH:15][C:10]=3[N:9]=[CH:8]2)=[CH:20][CH:21]=1, predict the reactants needed to synthesize it.